From a dataset of Reaction yield outcomes from USPTO patents with 853,638 reactions. Predict the reaction yield, written as a fraction of the theoretical maximum amount of product (1.0 means a 100% yield; for example, 0.34 means a 34% yield). The reactants are [F:1][C:2]1[CH:7]=[CH:6][C:5]([C:8]2[N+:12]([O-])=[CH:11][N:10]([CH3:14])[C:9]=2[C:15]2[CH:20]=[CH:19][N:18]=[CH:17][CH:16]=2)=[CH:4][CH:3]=1.CC1(C)C(=[S:26])C(C)(C)C1=O. The catalyst is C(Cl)(Cl)Cl. The product is [F:1][C:2]1[CH:7]=[CH:6][C:5]([C:8]2[NH:12][C:11](=[S:26])[N:10]([CH3:14])[C:9]=2[C:15]2[CH:20]=[CH:19][N:18]=[CH:17][CH:16]=2)=[CH:4][CH:3]=1. The yield is 0.980.